This data is from Experimentally validated miRNA-target interactions with 360,000+ pairs, plus equal number of negative samples. The task is: Binary Classification. Given a miRNA mature sequence and a target amino acid sequence, predict their likelihood of interaction. (1) The miRNA is hsa-miR-9-5p with sequence UCUUUGGUUAUCUAGCUGUAUGA. The protein sequence of the target gene is MSLTNTKTGFSVKDILDLPDTNDEEGSVAEGPEEENEGPEPAKRAGPLGQGALDAVQSLPLKNPFYDSSDNPYTRWLASTEGLQYSLHGLAAGAPPQDSSSKSPEPSADESPDNDKETPGGGGDAGKKRKRRVLFSKAQTYELERRFRQQRYLSAPEREHLASLIRLTPTQVKIWFQNHRYKMKRARAEKGMEVTPLPSPRRVAVPVLVRDGKPCHALKAQDLAAATFQAGIPFSAYSAQSLQHMQYNAQYSSASTPQYPTAHPLVQAQQWTW. Result: 1 (interaction). (2) The miRNA is hsa-miR-611 with sequence GCGAGGACCCCUCGGGGUCUGAC. The protein sequence of the target gene is MRLLVAPLLLAWVAGATAAVPVVPWHVPCPPQCACQIRPWYTPRSSYREATTVDCNDLFLTAVPPALPAGTQTLLLQSNSIVRVDQSELGYLANLTELDLSQNSFSDARDCDFHALPQLLSLHLEENQLTRLEDHSFAGLASLQELYLNHNQLYRIAPRAFSGLSNLLRLHLNSNLLRAIDSRWFEMLPNLEILMIGGNKVDAILDMNFRPLANLRSLVLAGMNLREISDYALEGLQSLESLSFYDNQLARVPRRALEQVPGLKFLDLNKNPLQRVGPGDFANMLHLKELGLNNMEELVS.... Result: 0 (no interaction). (3) The miRNA is hsa-miR-4313 with sequence AGCCCCCUGGCCCCAAACCC. The protein sequence of the target gene is MLLLPSAADGRGTAITHALTSASTLCQVEPVGRWFEAFVKRRNRNASASFQELEDKKELSEESEDEELQLEEFPMLKTLDPKDWKNQDHYAVLGLGHVRYKATQRQIKAAHKAMVLKHHPDKRKAAGEPIKEGDNDYFTCITKAYEMLSDPVKRRAFNSVDPTFDNSVPSKSEAKDNFFEVFTPVFERNSRWSNKKNVPKLGDMNSSFEDVDIFYSFWYNFDSWREFSYLDEEEKEKAECRDERRWIEKQNRATRAQRKKEEMNRIRTLVDNAYSCDPRIKKFKEEEKAKKEAEKKAKAE.... Result: 0 (no interaction). (4) The miRNA is hsa-miR-218-2-3p with sequence CAUGGUUCUGUCAAGCACCGCG. The protein sequence of the target gene is MLMFDPVPVKQEAMDPVSVSYPSNYMESMKPNKYGVIYSTPLPEKFFQTPEGLSHGIQMEPVDLTVNKRSSPPSAGNSPSSLKFPSSHRRASPGLSMPSSSPPIKKYSPPSPGVQPFGVPLSMPPVMAAALSRHGIRSPGILPVIQPVVVQPVPFMYTSHLQQPLMVSLSEEMENSSSSMQVPVIESYEKPISQKKIKIEPGIEPQRTDYYPEEMSPPLMNSVSPPQALLQENHPSVIVQPGKRPLPVESPDTQRKRRIHRCDYDGCNKVYTKSSHLKAHRRTHTGEKPYKCTWEGCTWK.... Result: 1 (interaction).